Dataset: Peptide-MHC class I binding affinity with 185,985 pairs from IEDB/IMGT. Task: Regression. Given a peptide amino acid sequence and an MHC pseudo amino acid sequence, predict their binding affinity value. This is MHC class I binding data. (1) The peptide sequence is SRWAISHWL. The MHC is HLA-C04:01 with pseudo-sequence HLA-C04:01. The binding affinity (normalized) is 0.213. (2) The peptide sequence is YFRNSGMTY. The MHC is HLA-B27:05 with pseudo-sequence HLA-B27:05. The binding affinity (normalized) is 0.0847.